This data is from Reaction yield outcomes from USPTO patents with 853,638 reactions. The task is: Predict the reaction yield, written as a fraction of the theoretical maximum amount of product (1.0 means a 100% yield; for example, 0.34 means a 34% yield). (1) The reactants are [F:1][C:2]1[CH:7]=[CH:6][C:5]([N:8]2[C@H:11]([C:12]3[CH:17]=[CH:16][C:15](B4OC(C)(C)C(C)(C)O4)=[CH:14][CH:13]=3)[C@@H:10]([CH2:27][CH2:28][C@@H:29]([C:31]3[CH:36]=[CH:35][C:34]([F:37])=[CH:33][CH:32]=3)[OH:30])[C:9]2=[O:38])=[CH:4][CH:3]=1.[CH2:39]([O:46][C@@H:47]1[C@@H:54]([O:55][CH2:56][C:57]2[CH:62]=[CH:61][CH:60]=[CH:59][CH:58]=2)[C@H:53]([O:63][CH2:64][C:65]2[CH:70]=[CH:69][CH:68]=[CH:67][CH:66]=2)[C@@H:52]([CH2:71][O:72][C:73]2[CH:78]=[CH:77][CH:76]=[C:75](Br)[CH:74]=2)[O:51][CH:48]1[O:49][CH3:50])[C:40]1[CH:45]=[CH:44][CH:43]=[CH:42][CH:41]=1.C(=O)([O-])[O-].[K+].[K+]. The catalyst is C1(C)C(CCO)=CC=CC=1.C1C=CC([P]([Pd]([P](C2C=CC=CC=2)(C2C=CC=CC=2)C2C=CC=CC=2)([P](C2C=CC=CC=2)(C2C=CC=CC=2)C2C=CC=CC=2)[P](C2C=CC=CC=2)(C2C=CC=CC=2)C2C=CC=CC=2)(C2C=CC=CC=2)C2C=CC=CC=2)=CC=1. The product is [CH2:39]([O:46][C@@H:47]1[C@@H:54]([O:55][CH2:56][C:57]2[CH:62]=[CH:61][CH:60]=[CH:59][CH:58]=2)[C@H:53]([O:63][CH2:64][C:65]2[CH:70]=[CH:69][CH:68]=[CH:67][CH:66]=2)[C@@H:52]([CH2:71][O:72][C:73]2[CH:74]=[C:75]([C:15]3[CH:14]=[CH:13][C:12]([C@@H:11]4[C@@H:10]([CH2:27][CH2:28][C@@H:29]([C:31]5[CH:36]=[CH:35][C:34]([F:37])=[CH:33][CH:32]=5)[OH:30])[C:9](=[O:38])[N:8]4[C:5]4[CH:6]=[CH:7][C:2]([F:1])=[CH:3][CH:4]=4)=[CH:17][CH:16]=3)[CH:76]=[CH:77][CH:78]=2)[O:51][C@@H:48]1[O:49][CH3:50])[C:40]1[CH:45]=[CH:44][CH:43]=[CH:42][CH:41]=1. The yield is 0.850. (2) The reactants are [OH:1][CH:2]1[CH2:5][N:4]([C:6]([O:8][C:9]([CH3:12])([CH3:11])[CH3:10])=[O:7])[CH2:3]1.[CH3:13][C:14]([Si:17](Cl)([CH3:19])[CH3:18])([CH3:16])[CH3:15]. The catalyst is C(Cl)Cl. The product is [Si:17]([O:1][CH:2]1[CH2:3][N:4]([C:6]([O:8][C:9]([CH3:12])([CH3:11])[CH3:10])=[O:7])[CH2:5]1)([C:14]([CH3:16])([CH3:15])[CH3:13])([CH3:19])[CH3:18]. The yield is 0.750. (3) The product is [F:17][C:18]1[CH:48]=[CH:47][C:21]([O:22][CH:23]2[CH2:28][CH2:27][N:26]([C:29]([NH:31][CH:32]([C:33]([N:13]([CH3:14])[C:9]3[CH:10]=[CH:11][CH:12]=[C:7]([CH2:6][NH:5][C:3](=[O:4])[C:2]([F:1])([F:15])[F:16])[CH:8]=3)=[O:34])[CH:36]([C:38]3[C:46]4[C:41](=[CH:42][CH:43]=[CH:44][CH:45]=4)[NH:40][CH:39]=3)[CH3:37])=[O:30])[CH2:25][CH2:24]2)=[CH:20][CH:19]=1. The yield is 0.930. The catalyst is C(OCC)(=O)C.C(#N)C.C1COCC1. The reactants are [F:1][C:2]([F:16])([F:15])[C:3]([NH:5][CH2:6][C:7]1[CH:12]=[CH:11][CH:10]=[C:9]([NH:13][CH3:14])[CH:8]=1)=[O:4].[F:17][C:18]1[CH:48]=[CH:47][C:21]([O:22][CH:23]2[CH2:28][CH2:27][N:26]([C:29]([NH:31][CH:32]([CH:36]([C:38]3[C:46]4[C:41](=[CH:42][CH:43]=[CH:44][CH:45]=4)[NH:40][CH:39]=3)[CH3:37])[C:33](O)=[O:34])=[O:30])[CH2:25][CH2:24]2)=[CH:20][CH:19]=1.CCN=C=NCCCN(C)C.C1C=CC2N(O)N=NC=2C=1.C(=O)([O-])O.[Na+]. (4) The reactants are C[O:2][C:3]([C:5]1[CH:6]=[C:7]([NH:11][C:12]2[N:17]=[C:16]([NH:18][C:19]3[CH:24]=[CH:23][CH:22]=[C:21]([C:25]([O:27]C)=[O:26])[CH:20]=3)[C:15]([F:29])=[CH:14][N:13]=2)[CH:8]=[CH:9][CH:10]=1)=[O:4].[OH-].[Na+]. The catalyst is C1COCC1.O.C(OCC)(=O)C. The product is [C:3]([C:5]1[CH:6]=[C:7]([NH:11][C:12]2[N:17]=[C:16]([NH:18][C:19]3[CH:24]=[CH:23][CH:22]=[C:21]([C:25]([OH:27])=[O:26])[CH:20]=3)[C:15]([F:29])=[CH:14][N:13]=2)[CH:8]=[CH:9][CH:10]=1)([OH:4])=[O:2]. The yield is 0.580. (5) The reactants are [CH2:1]([O:8][C:9]1[C:10](=[O:26])[N:11]([CH2:15][C:16]([O:18]N2C(=O)CCC2=O)=O)[CH:12]=[CH:13][CH:14]=1)[C:2]1[CH:7]=[CH:6][CH:5]=[CH:4][CH:3]=1.C1([C:33]2[CH:40]=[CH:39][C:36]([CH2:37][NH2:38])=[CH:35][CH:34]=2)C=CC=CC=1.[Al]. The catalyst is C(Cl)Cl. The product is [CH2:1]([O:8][C:9]1[C:10](=[O:26])[N:11]([CH2:15][C:16](=[O:18])[N:38]([C:2]2[CH:7]=[CH:6][CH:5]=[CH:4][CH:3]=2)[CH2:37][C:36]2[CH:35]=[CH:34][CH:33]=[CH:40][CH:39]=2)[CH:12]=[CH:13][CH:14]=1)[C:2]1[CH:3]=[CH:4][CH:5]=[CH:6][CH:7]=1. The yield is 0.550. (6) The reactants are CN(CC1C=C(CN(C)C)C(O)=C(CN(C)C)C=1)C.[C:20]([O:24][C:25]([NH:27][CH2:28][C:29]1[NH:40][C:32]2=[N:33][CH:34]=[C:35]([C:37]([OH:39])=O)[CH:36]=[C:31]2[N:30]=1)=[O:26])([CH3:23])([CH3:22])[CH3:21].C1C=CC2N(O)N=NC=2C=1.[F:51][C:52]([F:56])([F:55])[CH2:53][NH2:54].CCN(C(C)C)C(C)C.C(Cl)CCl. No catalyst specified. The product is [C:20]([O:24][C:25](=[O:26])[NH:27][CH2:28][C:29]1[NH:40][C:32]2=[N:33][CH:34]=[C:35]([C:37]([NH:54][CH2:53][C:52]([F:56])([F:55])[F:51])=[O:39])[CH:36]=[C:31]2[N:30]=1)([CH3:21])([CH3:22])[CH3:23]. The yield is 0.700. (7) The product is [NH2:8][C@@H:12]([CH2:13][CH2:14][O:15][C:16]1[CH:17]=[CH:18][C:19]([Cl:22])=[CH:20][CH:21]=1)[CH2:11][OH:10]. The yield is 0.580. The reactants are C(OC([N:8]1[C@@H:12]([CH2:13][CH2:14][O:15][C:16]2[CH:21]=[CH:20][C:19]([Cl:22])=[CH:18][CH:17]=2)[CH2:11][O:10]C1(C)C)=O)(C)(C)C.Cl. The catalyst is C(O)C. (8) The reactants are C([O:5][C:6](=[O:34])[CH2:7][CH2:8][CH2:9][CH2:10][C:11](=[O:33])[NH:12][CH2:13][C:14]1[CH:15]=[C:16]2[C:20](=[CH:21][CH:22]=1)[C:19](=[O:23])[N:18]([CH:24]1[CH2:29][CH2:28][C:27](=[O:30])[NH:26][C:25]1=[O:31])[C:17]2=[O:32])(C)(C)C.CC#N. The catalyst is C(O)=O. The product is [O:31]=[C:25]1[CH:24]([N:18]2[C:17](=[O:32])[C:16]3[C:20](=[CH:21][CH:22]=[C:14]([CH2:13][NH:12][C:11]([CH2:10][CH2:9][CH2:8][CH2:7][C:6]([OH:34])=[O:5])=[O:33])[CH:15]=3)[C:19]2=[O:23])[CH2:29][CH2:28][C:27](=[O:30])[NH:26]1. The yield is 0.880. (9) The reactants are [Cl:1][C:2]1[S:6][C:5]([C:7]2[C:11]([C:12]3[CH:17]=[CH:16][N:15]=[C:14]([NH2:18])[N:13]=3)=[CH:10][N:9]([CH:19]([CH3:21])[CH3:20])[N:8]=2)=[CH:4][CH:3]=1.C(N(CC)CC)C.[C:29](Cl)(=[O:31])[CH3:30].C1C[O:36][CH2:35][CH2:34]1. No catalyst specified. The product is [C:29]([N:18]([C:14]1[N:13]=[C:12]([C:11]2[C:7]([C:5]3[S:6][C:2]([Cl:1])=[CH:3][CH:4]=3)=[N:8][N:9]([CH:19]([CH3:21])[CH3:20])[CH:10]=2)[CH:17]=[CH:16][N:15]=1)[C:35](=[O:36])[CH3:34])(=[O:31])[CH3:30]. The yield is 0.270. (10) The reactants are [CH2:1]1[CH2:7][O:6][CH2:5][CH2:4][NH:3][CH2:2]1.Cl.Cl[C:10]1[N:14]([CH3:15])[N:13]=[C:12]([CH3:16])[C:11]=1[CH:17]=[O:18].CN(P(N(C)C)(N(C)C)=O)C.C(=O)([O-])[O-].[K+].[K+]. The catalyst is O. The product is [CH3:15][N:14]1[C:10]([N:3]2[CH2:2][CH2:1][CH2:7][O:6][CH2:5][CH2:4]2)=[C:11]([CH:17]=[O:18])[C:12]([CH3:16])=[N:13]1. The yield is 0.610.